From a dataset of Full USPTO retrosynthesis dataset with 1.9M reactions from patents (1976-2016). Predict the reactants needed to synthesize the given product. (1) Given the product [C:22]1([C:13]2[C:12]3[C:17](=[CH:18][C:9]([S:8][CH2:7][CH2:6][CH2:5][C:4]([OH:28])=[O:3])=[CH:10][CH:11]=3)[N:16]3[CH:19]=[N:20][N:21]=[C:15]3[CH:14]=2)[CH:23]=[CH:24][CH:25]=[CH:26][CH:27]=1, predict the reactants needed to synthesize it. The reactants are: C([O:3][C:4](=[O:28])[CH2:5][CH2:6][CH2:7][S:8][C:9]1[CH:18]=[C:17]2[C:12]([C:13]([C:22]3[CH:27]=[CH:26][CH:25]=[CH:24][CH:23]=3)=[CH:14][C:15]3[N:16]2[CH:19]=[N:20][N:21]=3)=[CH:11][CH:10]=1)C.[Li+].[OH-].CO.Cl. (2) Given the product [C:23]1([C:2]2[N:31]3[N:32]=[C:33]([Br:37])[CH:34]=[C:35]([Br:36])[C:30]3=[N:29][C:3]=2[C:5]2[CH:6]=[CH:7][C:8]([C:11]3([NH:15][C:16](=[O:22])[O:17][C:18]([CH3:19])([CH3:21])[CH3:20])[CH2:12][CH2:13][CH2:14]3)=[CH:9][CH:10]=2)[CH:28]=[CH:27][CH:26]=[CH:25][CH:24]=1, predict the reactants needed to synthesize it. The reactants are: Br[CH:2]([C:23]1[CH:28]=[CH:27][CH:26]=[CH:25][CH:24]=1)[C:3]([C:5]1[CH:10]=[CH:9][C:8]([C:11]2([NH:15][C:16](=[O:22])[O:17][C:18]([CH3:21])([CH3:20])[CH3:19])[CH2:14][CH2:13][CH2:12]2)=[CH:7][CH:6]=1)=O.[NH2:29][C:30]1[N:31]=[N:32][C:33]([Br:37])=[CH:34][C:35]=1[Br:36].C(N(CC)C(C)C)(C)C.